From a dataset of Reaction yield outcomes from USPTO patents with 853,638 reactions. Predict the reaction yield, written as a fraction of the theoretical maximum amount of product (1.0 means a 100% yield; for example, 0.34 means a 34% yield). The reactants are C([O:8][CH2:9][CH2:10][N:11]([CH3:23])[CH:12]1[CH2:15][N:14]([C:16]([O:18][C:19]([CH3:22])([CH3:21])[CH3:20])=[O:17])[CH2:13]1)C1C=CC=CC=1. The catalyst is CO.[Pd]. The product is [OH:8][CH2:9][CH2:10][N:11]([CH3:23])[CH:12]1[CH2:15][N:14]([C:16]([O:18][C:19]([CH3:21])([CH3:20])[CH3:22])=[O:17])[CH2:13]1. The yield is 0.630.